Dataset: Full USPTO retrosynthesis dataset with 1.9M reactions from patents (1976-2016). Task: Predict the reactants needed to synthesize the given product. (1) Given the product [C:1]([C:5]1[N:6]=[C:7]([N:43]2[CH2:47][CH2:46][C:45]([F:48])([F:49])[CH2:44]2)[C:8]2[N:13]=[N:12][N:11]([CH2:14][C:15]3[C:16]([C:39]([F:40])([F:41])[F:42])=[N:17][NH:18][CH:19]=3)[C:9]=2[N:10]=1)([CH3:4])([CH3:2])[CH3:3], predict the reactants needed to synthesize it. The reactants are: [C:1]([C:5]1[N:6]=[C:7]([N:43]2[CH2:47][CH2:46][C:45]([F:49])([F:48])[CH2:44]2)[C:8]2[N:13]=[N:12][N:11]([CH2:14][C:15]3[C:16]([C:39]([F:42])([F:41])[F:40])=[N:17][N:18](C(C4C=CC=CC=4)(C4C=CC=CC=4)C4C=CC=CC=4)[CH:19]=3)[C:9]=2[N:10]=1)([CH3:4])([CH3:3])[CH3:2].C([SiH](CC)CC)C. (2) Given the product [ClH:1].[CH3:2][O:3][C:4]1[CH:5]=[C:6](/[C:12](=[CH:15]/[C:16]2[O:17][C:18]([N:21]3[CH2:26][CH2:25][N:24]([CH3:27])[CH2:23][CH2:22]3)=[CH:19][CH:20]=2)/[C:13]#[N:14])[CH:7]=[CH:8][C:9]=1[O:10][CH3:11], predict the reactants needed to synthesize it. The reactants are: [ClH:1].[CH3:2][O:3][C:4]1[CH:5]=[C:6](/[C:12](=[CH:15]/[C:16]2[O:17][C:18]([N:21]3[CH2:26][CH2:25][N:24]([CH3:27])[CH2:23][CH2:22]3)=[CH:19][CH:20]=2)/[C:13]#[N:14])[CH:7]=[CH:8][C:9]=1[O:10][CH3:11]. (3) Given the product [Cl:39][C:36]1[CH:35]=[CH:34][C:33]([N:30]2[CH2:29][CH2:28][N:27]([C:25](=[O:26])[CH2:24][N:5]3[C:6]([C:7]4[CH:12]=[CH:11][CH:10]=[CH:9][CH:8]=4)=[C:2]([Cl:1])[C:3]([C:13]([F:14])([F:16])[F:15])=[N:4]3)[CH2:32][CH2:31]2)=[CH:38][CH:37]=1, predict the reactants needed to synthesize it. The reactants are: [Cl:1][C:2]1[C:3]([C:13]([F:16])([F:15])[F:14])=[N:4][NH:5][C:6]=1[C:7]1[CH:12]=[CH:11][CH:10]=[CH:9][CH:8]=1.C([O-])([O-])=O.[K+].[K+].Cl[CH2:24][C:25]([N:27]1[CH2:32][CH2:31][N:30]([C:33]2[CH:38]=[CH:37][C:36]([Cl:39])=[CH:35][CH:34]=2)[CH2:29][CH2:28]1)=[O:26].CN(C=O)C. (4) Given the product [NH2:1][C:2]1[C:3]([N+:27]([O-:29])=[O:28])=[CH:4][C:5]([C:8]2[CH:9]=[N:10][C:11]([N:14]3[CH2:19][CH2:18][C:17]([CH2:25][CH3:26])([C:20]([O:22][CH2:23][CH3:24])=[O:21])[CH2:16][CH2:15]3)=[N:12][CH:13]=2)=[CH:6][C:7]=1[Br:30], predict the reactants needed to synthesize it. The reactants are: [NH2:1][C:2]1[CH:7]=[CH:6][C:5]([C:8]2[CH:9]=[N:10][C:11]([N:14]3[CH2:19][CH2:18][C:17]([CH2:25][CH3:26])([C:20]([O:22][CH2:23][CH3:24])=[O:21])[CH2:16][CH2:15]3)=[N:12][CH:13]=2)=[CH:4][C:3]=1[N+:27]([O-:29])=[O:28].[Br:30]Br. (5) Given the product [Cl:15][C:16]1[CH:25]=[C:24]([NH:26][CH:27]([CH3:29])[CH3:28])[C:19]([C:20]([NH:22][NH:23][C:10](=[O:12])[CH:9]([NH:8][C:6](=[O:7])[O:5][C:1]([CH3:2])([CH3:3])[CH3:4])[CH2:13][OH:14])=[O:21])=[CH:18][N:17]=1, predict the reactants needed to synthesize it. The reactants are: [C:1]([O:5][C:6]([NH:8][CH:9]([CH2:13][OH:14])[C:10]([OH:12])=O)=[O:7])([CH3:4])([CH3:3])[CH3:2].[Cl:15][C:16]1[CH:25]=[C:24]([NH:26][CH:27]([CH3:29])[CH3:28])[C:19]([C:20]([NH:22][NH2:23])=[O:21])=[CH:18][N:17]=1.CCN(C(C)C)C(C)C.CN(C(ON1N=NC2C=CC=NC1=2)=[N+](C)C)C.F[P-](F)(F)(F)(F)F. (6) Given the product [O:1]=[C:2]1[N:7]([C@H:32]2[C:33]3[C:29](=[C:28]([C:27]([F:26])([F:38])[F:39])[CH:36]=[CH:35][CH:34]=3)[CH2:30][CH2:31]2)[C:6](=[O:8])[C:5]([C:9]([O:11][CH2:12][CH3:13])=[O:10])=[CH:4][N:3]1[C:14]1[CH:15]=[CH:16][C:17]([N:20]2[CH2:24][CH2:23][O:22][C:21]2=[O:25])=[CH:18][CH:19]=1, predict the reactants needed to synthesize it. The reactants are: [O:1]=[C:2]1[NH:7][C:6](=[O:8])[C:5]([C:9]([O:11][CH2:12][CH3:13])=[O:10])=[CH:4][N:3]1[C:14]1[CH:19]=[CH:18][C:17]([N:20]2[CH2:24][CH2:23][O:22][C:21]2=[O:25])=[CH:16][CH:15]=1.[F:26][C:27]([F:39])([F:38])[C:28]1[CH:36]=[CH:35][CH:34]=[C:33]2[C:29]=1[CH2:30][CH2:31][C@@H:32]2O.C1(P(C2C=CC=CC=2)C2C=CC=CC=2)C=CC=CC=1.N(C(OC(C)C)=O)=NC(OC(C)C)=O.Cl. (7) Given the product [NH2:14][C:13]1[CH:12]=[CH:11][C:5]([C:6]([N:8]([CH3:10])[CH3:9])=[O:7])=[CH:4][C:3]=1[O:2][CH3:1], predict the reactants needed to synthesize it. The reactants are: [CH3:1][O:2][C:3]1[CH:4]=[C:5]([CH:11]=[CH:12][C:13]=1[N+:14]([O-])=O)[C:6]([N:8]([CH3:10])[CH3:9])=[O:7]. (8) Given the product [C:28]([N:20]1[CH2:21][CH2:22][C:23]2[NH:24][C:16]([C:13]3[CH:12]=[CH:11][CH:10]=[C:9]4[C:14]=3[N:15]=[C:6]([NH:5][C:1]([CH3:4])([CH3:3])[CH3:2])[C:7]([CH3:26])=[N:8]4)=[CH:17][C:18]=2[C:19]1=[O:25])(=[O:29])[CH3:27], predict the reactants needed to synthesize it. The reactants are: [C:1]([NH:5][C:6]1[C:7]([CH3:26])=[N:8][C:9]2[C:14]([N:15]=1)=[C:13]([C:16]1[NH:24][C:23]3[CH2:22][CH2:21][NH:20][C:19](=[O:25])[C:18]=3[CH:17]=1)[CH:12]=[CH:11][CH:10]=2)([CH3:4])([CH3:3])[CH3:2].[CH3:27][C:28](OC(C)=O)=[O:29].